From a dataset of Full USPTO retrosynthesis dataset with 1.9M reactions from patents (1976-2016). Predict the reactants needed to synthesize the given product. (1) Given the product [OH:22][C:23]1[CH:40]=[CH:39][C:38]2[C@@H:37]3[C@H:28]([C@H:29]4[C@@:33]([CH2:35][CH2:36]3)([CH3:34])[C@@H:32]([OH:82])[CH2:31][CH2:30]4)[CH2:27][CH2:26][C:25]=2[CH:24]=1.[CH3:1][N:2]1[CH:6]([CH3:7])[CH:5]([C:8]2[CH:9]=[CH:10][CH:11]=[CH:12][CH:13]=2)[NH:4][C:3]1=[O:14], predict the reactants needed to synthesize it. The reactants are: [CH3:1][N:2]1[CH:6]([CH3:7])[CH:5]([C:8]2[CH:13]=[CH:12][CH:11]=[CH:10][CH:9]=2)[NH:4][C:3]1=[O:14].C([O:22][C:23]1[CH:40]=[CH:39][C:38]2[C:37]3[C@H:28]([C@H:29]4[C@@:33]([CH2:35][C:36]=3C/C=C\CCCCCC[C@H](CCC(F)(F)C(F)(F)C(F)(F)C(F)(F)F)C(N3[C@H](C5C=CC=CC=5)[C@H](C)N(C)C3=O)=O)([CH3:34])[C@@H:32]([O:82]CC3C=CC=CC=3)[CH2:31][CH2:30]4)[CH2:27][CH2:26][C:25]=2[CH:24]=1)C1C=CC=CC=1. (2) Given the product [F:1][C:2]1[CH:7]=[CH:6][CH:5]=[C:4]([C:11]2[CH:12]=[CH:13][C:14]([NH:17][CH2:18][CH:19]3[CH2:24][CH2:23][N:22]([CH2:25][C:26]([F:29])([CH3:28])[CH3:27])[CH2:21][CH2:20]3)=[CH:15][CH:16]=2)[C:3]=1[C:40]([N:38]1[CH2:37][CH2:36][CH2:35][C@H:39]1[C:65]([NH2:67])=[O:66])=[O:50], predict the reactants needed to synthesize it. The reactants are: [F:1][C:2]1[CH:3]=[C:4]([C:11]2[CH:16]=[CH:15][C:14]([NH:17][CH2:18][CH:19]3[CH2:24][CH2:23][N:22]([CH2:25][C:26]([F:29])([CH3:28])[CH3:27])[CH2:21][CH2:20]3)=[CH:13][CH:12]=2)[CH:5]=[CH:6][C:7]=1C(O)=O.CCN=C=N[CH2:35][CH2:36][CH2:37][N:38]([CH3:40])[CH3:39].C1C=CC2N([OH:50])N=NC=2C=1.CCN(C(C)C)C(C)C.N1CCC[C@H]1[C:65]([NH2:67])=[O:66]. (3) The reactants are: [OH:1][C@@H:2]1[CH2:7][CH2:6][N:5](C(OCC2C=CC=CC=2)=O)[CH2:4][C@H:3]1[NH:18][C:19]([C:21]1[S:22][CH:23]=[CH:24][N:25]=1)=[O:20].[Si](I)(C)(C)C.O. Given the product [OH:1][C@@H:2]1[CH2:7][CH2:6][NH:5][CH2:4][C@H:3]1[NH:18][C:19]([C:21]1[S:22][CH:23]=[CH:24][N:25]=1)=[O:20], predict the reactants needed to synthesize it.